From a dataset of Catalyst prediction with 721,799 reactions and 888 catalyst types from USPTO. Predict which catalyst facilitates the given reaction. (1) Reactant: [CH3:1][S:2][C:3]1[N:8]=[CH:7][CH:6]=[C:5]([C:9]2[S:10][C:11]3[CH:19]=[CH:18][CH:17]=[CH:16][C:12]=3[C:13](=[O:15])[N:14]=2)[N:4]=1.ClC1C=CC=C(C(OO)=[O:28])C=1. Product: [CH3:1][S:2]([C:3]1[N:8]=[CH:7][CH:6]=[C:5]([C:9]2[S:10][C:11]3[CH:19]=[CH:18][CH:17]=[CH:16][C:12]=3[C:13](=[O:15])[N:14]=2)[N:4]=1)=[O:28]. The catalyst class is: 22. (2) The catalyst class is: 2. Product: [CH3:20][C:19](=[CH:18][CH2:17][CH2:16][C@H:15]([CH3:22])[CH2:14][C:2](=[O:1])[C:3](=[O:13])[CH2:4][C@@H:5]([CH3:12])[CH2:6][CH2:7][CH:8]=[C:9]([CH3:11])[CH3:10])[CH3:21]. Reactant: [OH:1][CH:2]([CH2:14][C@@H:15]([CH3:22])[CH2:16][CH2:17][CH:18]=[C:19]([CH3:21])[CH3:20])[C:3](=[O:13])[CH2:4][C@@H:5]([CH3:12])[CH2:6][CH2:7][CH:8]=[C:9]([CH3:11])[CH3:10].C1C=C[NH+]=CC=1.[O-][Cr](Cl)(=O)=O. (3) Reactant: [OH:1][CH2:2][CH:3]1[CH2:8][CH2:7][N:6]([C:9]([O:11][C:12]([CH3:15])([CH3:14])[CH3:13])=[O:10])[CH2:5][CH2:4]1.C(N(CC)C(C)C)(C)C.ClC(Cl)(O[C:29](=[O:35])OC(Cl)(Cl)Cl)Cl.[F:37][C:38]1[CH:39]=[CH:40][C:41]([C:45]2[S:46][CH:47]=[C:48]([CH3:50])[N:49]=2)=[C:42]([CH:44]=1)[NH2:43]. Product: [F:37][C:38]1[CH:39]=[CH:40][C:41]([C:45]2[S:46][CH:47]=[C:48]([CH3:50])[N:49]=2)=[C:42]([NH:43][C:29]([O:1][CH2:2][CH:3]2[CH2:8][CH2:7][N:6]([C:9]([O:11][C:12]([CH3:15])([CH3:14])[CH3:13])=[O:10])[CH2:5][CH2:4]2)=[O:35])[CH:44]=1. The catalyst class is: 1. (4) Reactant: [CH3:1][OH:2].[H-].[Na+].[Cl:5][C:6]1[CH:11]=[C:10]([N+:12]([O-:14])=[O:13])[C:9]([S:15][CH3:16])=[CH:8][C:7]=1Cl. Product: [Cl:5][C:6]1[CH:11]=[C:10]([N+:12]([O-:14])=[O:13])[C:9]([S:15][CH3:16])=[CH:8][C:7]=1[O:2][CH3:1]. The catalyst class is: 18. (5) Reactant: [CH3:1][O:2][C:3]([C:5]1[NH:50][C:8]2=[N:9][CH:10]=[C:11]([CH2:13][N:14](C(OC(C)(C)C)=O)[CH2:15][C:16]3[CH:21]=[CH:20][CH:19]=[C:18]([NH:22][C:23](=[O:42])[C:24]4[CH:29]=[CH:28][C:27]([CH2:30][N:31]5[CH2:36][CH2:35][N:34]([CH3:37])[CH2:33][CH2:32]5)=[C:26]([C:38]([F:41])([F:40])[F:39])[CH:25]=4)[CH:17]=3)[CH:12]=[C:7]2[CH:6]=1)=[O:4].FC(F)(F)C(O)=O. Product: [CH3:1][O:2][C:3]([C:5]1[NH:50][C:8]2=[N:9][CH:10]=[C:11]([CH2:13][NH:14][CH2:15][C:16]3[CH:21]=[CH:20][CH:19]=[C:18]([NH:22][C:23](=[O:42])[C:24]4[CH:29]=[CH:28][C:27]([CH2:30][N:31]5[CH2:36][CH2:35][N:34]([CH3:37])[CH2:33][CH2:32]5)=[C:26]([C:38]([F:41])([F:40])[F:39])[CH:25]=4)[CH:17]=3)[CH:12]=[C:7]2[CH:6]=1)=[O:4]. The catalyst class is: 4. (6) Reactant: [CH3:1][NH:2][CH:3]1[C:8]2=[N:9][CH:10]=[CH:11][CH:12]=[C:7]2[O:6][CH2:5][CH2:4]1.Cl[CH2:14][C:15]1[N:16]=[C:17]2[CH:22]=[CH:21][CH:20]=[C:19]([F:23])[N:18]2[CH:24]=1.[I-].[K+].C(N(C(C)C)CC)(C)C. Product: [F:23][C:19]1[N:18]2[CH:24]=[C:15]([CH2:14][N:2]([CH3:1])[CH:3]3[C:8]4=[N:9][CH:10]=[CH:11][CH:12]=[C:7]4[O:6][CH2:5][CH2:4]3)[N:16]=[C:17]2[CH:22]=[CH:21][CH:20]=1. The catalyst class is: 115. (7) Reactant: [CH2:1]([O:3][C:4]([N:6]1[CH2:11][CH2:10][CH:9]([C:12]2[C:20]3[C:15](=[CH:16][C:17]([F:21])=[CH:18][CH:19]=3)[NH:14][CH:13]=2)[CH2:8][CH2:7]1)=[O:5])[CH3:2].Br[CH2:23][C:24]1[O:25][CH:26]=[CH:27][CH:28]=1. Product: [CH2:1]([O:3][C:4]([N:6]1[CH2:11][CH2:10][CH:9]([C:12]2[C:20]3[C:15](=[CH:16][C:17]([F:21])=[CH:18][CH:19]=3)[N:14]([CH2:23][C:24]3[O:25][CH:26]=[CH:27][CH:28]=3)[CH:13]=2)[CH2:8][CH2:7]1)=[O:5])[CH3:2]. The catalyst class is: 27. (8) Reactant: [Br:1]Br.[F:3][C:4]1[CH:11]=[CH:10][C:9]([O:12][CH3:13])=[CH:8][C:5]=1[CH:6]=[O:7].O. Product: [Br:1][C:10]1[C:9]([O:12][CH3:13])=[CH:8][C:5]([CH:6]=[O:7])=[C:4]([F:3])[CH:11]=1. The catalyst class is: 22. (9) Reactant: [F:1][C:2]1[CH:3]=[C:4]([CH2:9][C:10]([NH:12][C@H:13]([C:15]([NH:17][C@H:18]([C:20]([OH:22])=O)[CH3:19])=[O:16])[CH3:14])=[O:11])[CH:5]=[C:6]([F:8])[CH:7]=1.[S:23]1[CH2:27][CH2:26][NH:25][CH2:24]1. Product: [F:8][C:6]1[CH:5]=[C:4]([CH2:9][C:10]([NH:12][C@H:13]([C:15]([NH:17][C@H:18]([C:20]([N:25]2[CH2:26][CH2:27][S:23][CH2:24]2)=[O:22])[CH3:19])=[O:16])[CH3:14])=[O:11])[CH:3]=[C:2]([F:1])[CH:7]=1. The catalyst class is: 147.